Dataset: Catalyst prediction with 721,799 reactions and 888 catalyst types from USPTO. Task: Predict which catalyst facilitates the given reaction. Reactant: [CH:1]1([CH2:7]Br)[CH2:6][CH2:5][CH2:4][CH2:3][CH2:2]1.[CH2:9]([O:11][C:12](=[O:33])[C:13]1[CH:18]=[CH:17][CH:16]=[C:15]([N:19]2[C:23]([CH3:24])=[CH:22][CH:21]=[C:20]2[C:25]2[CH:30]=[C:29]([Br:31])[CH:28]=[CH:27][C:26]=2[OH:32])[CH:14]=1)[CH3:10].C([O-])([O-])=O.[K+].[K+]. Product: [CH2:9]([O:11][C:12](=[O:33])[C:13]1[CH:18]=[CH:17][CH:16]=[C:15]([N:19]2[C:23]([CH3:24])=[CH:22][CH:21]=[C:20]2[C:25]2[CH:30]=[C:29]([Br:31])[CH:28]=[CH:27][C:26]=2[O:32][CH2:7][CH:1]2[CH2:2][CH2:3][CH2:4][CH2:5][CH2:6]2)[CH:14]=1)[CH3:10]. The catalyst class is: 31.